From a dataset of Full USPTO retrosynthesis dataset with 1.9M reactions from patents (1976-2016). Predict the reactants needed to synthesize the given product. The reactants are: [O:1]([Si:9]([C:12]([CH3:15])([CH3:14])[CH3:13])([CH3:11])[CH3:10])S(C(F)(F)F)(=O)=O.[Br:16][C:17]1[CH:18]=[CH:19][C:20]([F:30])=[C:21]([C:23](=[O:29])[CH2:24][C:25]2(O)[CH2:27][CH2:26]2)[CH:22]=1.N1C(C)=CC=CC=1C.C([O-])(O)=O.[Na+]. Given the product [Br:16][C:17]1[CH:18]=[CH:19][C:20]([F:30])=[C:21]([C:23](=[O:29])[CH2:24][C:25]2([O:1][Si:9]([C:12]([CH3:13])([CH3:14])[CH3:15])([CH3:10])[CH3:11])[CH2:27][CH2:26]2)[CH:22]=1, predict the reactants needed to synthesize it.